This data is from HIV replication inhibition screening data with 41,000+ compounds from the AIDS Antiviral Screen. The task is: Binary Classification. Given a drug SMILES string, predict its activity (active/inactive) in a high-throughput screening assay against a specified biological target. The drug is CC(N)=[N+](C)[O-].Cl. The result is 0 (inactive).